From a dataset of Peptide-MHC class I binding affinity with 185,985 pairs from IEDB/IMGT. Regression. Given a peptide amino acid sequence and an MHC pseudo amino acid sequence, predict their binding affinity value. This is MHC class I binding data. (1) The peptide sequence is RPASAGAML. The MHC is HLA-B07:02 with pseudo-sequence HLA-B07:02. The binding affinity (normalized) is 0.674. (2) The peptide sequence is TPMFNDINI. The MHC is HLA-B54:01 with pseudo-sequence HLA-B54:01. The binding affinity (normalized) is 0.192. (3) The peptide sequence is LTQAAGQAF. The MHC is HLA-B53:01 with pseudo-sequence HLA-B53:01. The binding affinity (normalized) is 0.213. (4) The peptide sequence is SMELPSFGV. The MHC is HLA-A11:01 with pseudo-sequence HLA-A11:01. The binding affinity (normalized) is 0.0847. (5) The peptide sequence is FLEESHPGI. The binding affinity (normalized) is 0.898. The MHC is HLA-A02:12 with pseudo-sequence HLA-A02:12.